Dataset: Catalyst prediction with 721,799 reactions and 888 catalyst types from USPTO. Task: Predict which catalyst facilitates the given reaction. (1) Reactant: C(NC(C)C)(C)C.C([Li])CCC.[CH3:13][N:14]1[C:22]2[C:17](=[CH:18][CH:19]=[CH:20][CH:21]=2)[CH2:16][C:15]1=[O:23].[C:24](Cl)(=[O:31])[C:25]1[CH:30]=[CH:29][CH:28]=[CH:27][CH:26]=1. Product: [CH3:13][N:14]1[C:22]2[C:17](=[CH:18][CH:19]=[CH:20][CH:21]=2)[C:16](=[C:24]([OH:31])[C:25]2[CH:30]=[CH:29][CH:28]=[CH:27][CH:26]=2)[C:15]1=[O:23]. The catalyst class is: 1. (2) Reactant: [F:1][C:2]1[CH:3]=[C:4]([CH:8]=[C:9]([F:11])[CH:10]=1)[C:5]([OH:7])=[O:6].[C:12](Cl)(=O)C(Cl)=O.CN(C)C=O.CO. Product: [F:1][C:2]1[CH:3]=[C:4]([CH:8]=[C:9]([F:11])[CH:10]=1)[C:5]([O:7][CH3:12])=[O:6]. The catalyst class is: 4. (3) The catalyst class is: 2. Reactant: [Cl:1][C:2]1[CH:3]=[C:4](/[C:12](=[N:16]\[O:17][CH:18]2[CH2:22][CH2:21][CH2:20][CH2:19]2)/[C:13]([OH:15])=O)[CH:5]=[CH:6][C:7]=1[S:8]([CH3:11])(=[O:10])=[O:9].[CH3:23][O:24][C:25]1[CH:34]=[CH:33][C:28]2[N:29]=[C:30]([NH2:32])[S:31][C:27]=2[CH:26]=1.C(N(CC)C(C)C)(C)C. Product: [Cl:1][C:2]1[CH:3]=[C:4](/[C:12](=[N:16]\[O:17][CH:18]2[CH2:22][CH2:21][CH2:20][CH2:19]2)/[C:13]([NH:32][C:30]2[S:31][C:27]3[CH:26]=[C:25]([O:24][CH3:23])[CH:34]=[CH:33][C:28]=3[N:29]=2)=[O:15])[CH:5]=[CH:6][C:7]=1[S:8]([CH3:11])(=[O:9])=[O:10]. (4) Reactant: C(O)C.[NH:4](C(OCC1C=CC=CC=1)=O)[C@H:5]([C:11]([NH:13][C@H:14]([C:18]([O:20]CC1C=CC=CC=1)=[O:19])[CH:15]([CH3:17])[CH3:16])=[O:12])[CH2:6][CH2:7][C:8](=[O:10])[OH:9].[H][H]. Product: [NH2:4][C@H:5]([C:11]([NH:13][C@H:14]([C:18]([OH:20])=[O:19])[CH:15]([CH3:17])[CH3:16])=[O:12])[CH2:6][CH2:7][C:8](=[O:9])[OH:10]. The catalyst class is: 386. (5) Reactant: [CH3:1][O:2][C:3]1[CH:21]=[CH:20][C:6]([CH2:7][N:8]2[CH:12]=[C:11]([C:13]([N:15]([O:17][CH3:18])[CH3:16])=[O:14])[C:10](Br)=[N:9]2)=[CH:5][CH:4]=1.[C:22]([O-])([O-])=O.[Cs+].[Cs+].O1[CH2:33][CH2:32]OCC1. Product: [CH3:1][O:2][C:3]1[CH:21]=[CH:20][C:6]([CH2:7][N:8]2[CH:12]=[C:11]([C:13]([N:15]([O:17][CH3:18])[CH3:16])=[O:14])[C:10]([C:32]([CH3:33])=[CH2:22])=[N:9]2)=[CH:5][CH:4]=1. The catalyst class is: 587. (6) Reactant: [CH3:1][O:2][C:3]1[CH:4]=[C:5]2[C:10](=[CH:11][C:12]=1[O:13][CH3:14])[N:9]=[CH:8][N:7]=[C:6]2[CH:15]1[CH2:20][CH2:19][NH:18][CH2:17][CH2:16]1.[N:21]([C:24]1[CH:29]=[CH:28][C:27]([O:30][CH3:31])=[CH:26][CH:25]=1)=[C:22]=[O:23]. Product: [CH3:31][O:30][C:27]1[CH:28]=[CH:29][C:24]([NH:21][C:22]([N:18]2[CH2:19][CH2:20][CH:15]([C:6]3[C:5]4[C:10](=[CH:11][C:12]([O:13][CH3:14])=[C:3]([O:2][CH3:1])[CH:4]=4)[N:9]=[CH:8][N:7]=3)[CH2:16][CH2:17]2)=[O:23])=[CH:25][CH:26]=1. The catalyst class is: 3. (7) Reactant: Br[C:2]1[CH:7]=[C:6]([N:8]2[CH2:13][CH2:12]O[CH2:10][CH2:9]2)[CH:5]=[CH:4][C:3]=1[CH2:14][C:15]1[CH:20]=[CH:19][C:18]([N:21]2[CH2:26][CH2:25]O[CH2:23][CH2:22]2)=[CH:17][C:16]=1Br.[Li]C(CC)C.[Si:33]([CH3:37])([CH3:36])(Cl)[Cl:34].C1(Cl)C(=O)C(Cl)=C(Cl)C(=O)C=1Cl. Product: [Cl-:34].[N:8]1([C:6]2[CH:5]=[CH:4][C:3]3[CH3+:14][C:15]4[C:16]([Si:33]([CH3:37])([CH3:36])[C:2]=3[CH:7]=2)=[CH:17][C:18]([N:21]2[CH2:26][CH2:25][CH2:23][CH2:22]2)=[CH:19][CH:20]=4)[CH2:13][CH2:12][CH2:10][CH2:9]1. The catalyst class is: 1. (8) Reactant: [Cl:1][C:2]1[CH:7]=[CH:6][C:5]([C:8]2[S:9][C:10]([C:16]([C:18]3OC=[CH:21][CH:22]=3)=[O:17])=[CH:11][C:12]=2[CH2:13][C:14]#[N:15])=[CH:4][CH:3]=1.Cl.[NH2:24][OH:25].[C:26](=[O:29])([O-])[O-].[K+].[K+].O. Product: [Cl:1][C:2]1[CH:3]=[CH:4][C:5]([C:8]2[S:9][C:10]([C:16]([C:18]3[O:29][CH:26]=[CH:21][CH:22]=3)=[O:17])=[CH:11][C:12]=2[CH2:13][C:14](=[NH:15])[NH:24][OH:25])=[CH:6][CH:7]=1. The catalyst class is: 5. (9) Reactant: CS[C:3]1[CH:8]=[CH:7][CH:6]=[CH:5][CH:4]=1.N1C(=O)NC(=O)N[C:10]1=O.Cl[O-].[Na+].[S:21]([O-:24])([O-])=[O:22].[Na+].[Na+]. Product: [CH3:10][S:21]([C:3]1[CH:8]=[CH:7][CH:6]=[CH:5][CH:4]=1)(=[O:24])=[O:22]. The catalyst class is: 226.